This data is from HIV replication inhibition screening data with 41,000+ compounds from the AIDS Antiviral Screen. The task is: Binary Classification. Given a drug SMILES string, predict its activity (active/inactive) in a high-throughput screening assay against a specified biological target. (1) The molecule is CN1CC(C(=O)NC2(C)OC3(O)C4CCCN4C(=O)C(Cc4ccccc4)N3C2=O)C=C2c3cccc4[nH]cc(c34)CC21. The result is 0 (inactive). (2) The molecule is CCNC(=O)c1ccc(C)c(N=NN(C)C)c1. The result is 0 (inactive).